From a dataset of Reaction yield outcomes from USPTO patents with 853,638 reactions. Predict the reaction yield, written as a fraction of the theoretical maximum amount of product (1.0 means a 100% yield; for example, 0.34 means a 34% yield). (1) The product is [C:32]([O:36][C:37](=[O:38])[NH:1][CH2:4][CH2:5][CH:6]([OH:11])[C:7]([F:10])([F:9])[F:8])([CH3:35])([CH3:34])[CH3:33]. The yield is 1.00. The catalyst is C1COCC1. The reactants are [N:1]([CH2:4][CH2:5][CH:6]([OH:11])[C:7]([F:10])([F:9])[F:8])=[N+]=[N-].O.C1(P(C2C=CC=CC=2)C2C=CC=CC=2)C=CC=CC=1.[C:32]([O:36][C:37](O[C:37]([O:36][C:32]([CH3:35])([CH3:34])[CH3:33])=[O:38])=[O:38])([CH3:35])([CH3:34])[CH3:33]. (2) The reactants are [NH2:1][C:2]1[CH:10]=[C:9]([O:11][CH3:12])[CH:8]=[C:7]([O:13][CH3:14])[C:3]=1[C:4]([NH2:6])=[O:5].[OH:15][CH2:16][CH2:17][C:18]1[CH:19]=[C:20]([CH:23]=[CH:24][C:25]=1[O:26][CH2:27][O:28][CH3:29])[CH:21]=O.S([O-])(O)=O.[Na+].C1(C)C=CC(S(O)(=O)=O)=CC=1. The yield is 0.367. The catalyst is CN(C)C(=O)C. The product is [OH:15][CH2:16][CH2:17][C:18]1[CH:19]=[C:20]([C:21]2[NH:6][C:4](=[O:5])[C:3]3[C:2](=[CH:10][C:9]([O:11][CH3:12])=[CH:8][C:7]=3[O:13][CH3:14])[N:1]=2)[CH:23]=[CH:24][C:25]=1[O:26][CH2:27][O:28][CH3:29]. (3) The reactants are [NH2:1][C:2]([CH3:6])([CH3:5])[CH2:3][OH:4].[CH3:7][C:8]1[S:12][C:11]([S:13](Cl)(=[O:15])=[O:14])=[CH:10][C:9]=1[N+:17]([O-:19])=[O:18].C(N(CC)CC)C. The catalyst is O1CCOCC1. The product is [OH:4][CH2:3][C:2]([NH:1][S:13]([C:11]1[S:12][C:8]([CH3:7])=[C:9]([N+:17]([O-:19])=[O:18])[CH:10]=1)(=[O:15])=[O:14])([CH3:6])[CH3:5]. The yield is 0.580.